The task is: Predict which catalyst facilitates the given reaction.. This data is from Catalyst prediction with 721,799 reactions and 888 catalyst types from USPTO. (1) Product: [CH2:17]([O:19][C:20](=[O:30])[CH:21]=[CH:22][C:23]1[CH:28]=[CH:27][CH:26]=[C:25]([NH:29][C:14]([C:2]2[CH:3]=[CH:4][C:5]3[O:6][C:7]4[CH:13]=[CH:12][CH:11]=[CH:10][C:8]=4[C:9]=3[CH:1]=2)=[O:16])[CH:24]=1)[CH3:18]. The catalyst class is: 3. Reactant: [CH:1]1[C:9]2[C:8]3[CH:10]=[CH:11][CH:12]=[CH:13][C:7]=3[O:6][C:5]=2[CH:4]=[CH:3][C:2]=1[C:14]([OH:16])=O.[CH2:17]([O:19][C:20](=[O:30])[CH:21]=[CH:22][C:23]1[CH:28]=[CH:27][CH:26]=[C:25]([NH2:29])[CH:24]=1)[CH3:18]. (2) The catalyst class is: 12. Reactant: Br[C:2]1[CH:7]=[CH:6][C:5]([C:8]2[C:19](=[O:20])[N:18]([CH2:21][CH:22]3[CH2:27][CH2:26][N:25]([C:28]([O:30][C:31]([CH3:34])([CH3:33])[CH3:32])=[O:29])[CH2:24][CH2:23]3)[C:11]3[N:12]=[C:13]([S:16][CH3:17])[N:14]=[CH:15][C:10]=3[CH:9]=2)=[C:4]([Cl:35])[CH:3]=1.[CH3:36][C:37]1([CH3:53])[C:41]([CH3:43])([CH3:42])[O:40][B:39]([B:39]2[O:40][C:41]([CH3:43])([CH3:42])[C:37]([CH3:53])([CH3:36])[O:38]2)[O:38]1.C([O-])(=O)C.[K+].N#N. Product: [Cl:35][C:4]1[CH:3]=[C:2]([B:39]2[O:40][C:41]([CH3:43])([CH3:42])[C:37]([CH3:53])([CH3:36])[O:38]2)[CH:7]=[CH:6][C:5]=1[C:8]1[C:19](=[O:20])[N:18]([CH2:21][CH:22]2[CH2:27][CH2:26][N:25]([C:28]([O:30][C:31]([CH3:34])([CH3:33])[CH3:32])=[O:29])[CH2:24][CH2:23]2)[C:11]2[N:12]=[C:13]([S:16][CH3:17])[N:14]=[CH:15][C:10]=2[CH:9]=1. (3) Reactant: C(N(CC)CC)C.[CH3:8][S:9]([O:12][CH2:13][C:14]1[CH:19]=[CH:18][CH:17]=[C:16]([O:20][CH2:21][CH2:22][CH2:23][CH2:24][CH2:25][CH2:26][CH2:27][CH2:28][CH2:29][CH3:30])[CH:15]=1)(=[O:11])=[O:10].C(OC1C=C(CN)C=CC=1)CCCCCCCCC.CS(Cl)(=O)=O.O. Product: [CH3:8][S:9]([O:12][CH2:13][C:14]1[CH:19]=[CH:18][CH:17]=[C:16]([O:20][CH2:21][CH2:22][CH2:23][CH2:24][CH2:25][CH2:26][CH2:27][CH2:28][CH2:29][CH3:30])[CH:15]=1)(=[O:11])=[O:10]. The catalyst class is: 1. (4) The catalyst class is: 128. Reactant: CC1(C)C(C)(C)OB([C:9]2[C:17]3[C:12](=[N:13][CH:14]=[CH:15][CH:16]=3)[N:11]([S:18]([C:21]3[CH:26]=[CH:25][C:24]([CH3:27])=[CH:23][CH:22]=3)(=[O:20])=[O:19])[CH:10]=2)O1.[Cl:29][C:30]1[CH:35]=[C:34](Cl)[N:33]=[CH:32][N:31]=1.C(=O)([O-])[O-].[K+].[K+].CCOC(C)=O. Product: [Cl:29][C:30]1[N:31]=[CH:32][N:33]=[C:34]([C:9]2[C:17]3[C:12](=[N:13][CH:14]=[CH:15][CH:16]=3)[N:11]([S:18]([C:21]3[CH:26]=[CH:25][C:24]([CH3:27])=[CH:23][CH:22]=3)(=[O:19])=[O:20])[CH:10]=2)[CH:35]=1. (5) Reactant: [OH-].[Na+].[CH3:3][O:4][C:5]1[C:10]2[O:11][CH2:12][CH2:13][CH2:14][O:15][C:9]=2[C:8]([C:16]([O:18]C)=[O:17])=[CH:7][CH:6]=1. Product: [CH3:3][O:4][C:5]1[C:10]2[O:11][CH2:12][CH2:13][CH2:14][O:15][C:9]=2[C:8]([C:16]([OH:18])=[O:17])=[CH:7][CH:6]=1. The catalyst class is: 1. (6) Reactant: [Br:1][C:2]1[N:11]=[C:10]([C:12]([O:14][CH3:15])=[O:13])[C:9]([OH:16])=[C:8]2[C:3]=1[CH:4]=[CH:5][CH:6]=[N:7]2.[CH3:17][O:18][C:19]1[CH:26]=[CH:25][C:22]([CH2:23]Cl)=[CH:21][CH:20]=1.C([O-])([O-])=O.[Cs+].[Cs+]. Product: [Br:1][C:2]1[N:11]=[C:10]([C:12]([O:14][CH3:15])=[O:13])[C:9]([O:16][CH2:23][C:22]2[CH:25]=[CH:26][C:19]([O:18][CH3:17])=[CH:20][CH:21]=2)=[C:8]2[C:3]=1[CH:4]=[CH:5][CH:6]=[N:7]2. The catalyst class is: 3. (7) Reactant: [Li+].[OH-].C[O:4][C:5](=[O:28])[C@:6]([C:16]1[CH:21]=[CH:20][C:19]([C:22]2[CH:27]=[CH:26][CH:25]=[CH:24][CH:23]=2)=[CH:18][CH:17]=1)([CH3:15])[NH:7][C:8]([O:10][C:11]([CH3:14])([CH3:13])[CH3:12])=[O:9]. Product: [C:19]1([C:22]2[CH:23]=[CH:24][CH:25]=[CH:26][CH:27]=2)[CH:18]=[CH:17][C:16]([C@@:6]([C:5]([OH:28])=[O:4])([CH3:15])[NH:7][C:8]([O:10][C:11]([CH3:14])([CH3:12])[CH3:13])=[O:9])=[CH:21][CH:20]=1. The catalyst class is: 1.